This data is from Catalyst prediction with 721,799 reactions and 888 catalyst types from USPTO. The task is: Predict which catalyst facilitates the given reaction. (1) Reactant: Cl.[C:2]([NH:6][NH2:7])([CH3:5])([CH3:4])[CH3:3].Cl.[F:9][C:10]([F:20])([F:19])[C:11](=O)[CH2:12][C:13](OCC)=[O:14]. Product: [C:2]([N:6]1[C:13]([OH:14])=[CH:12][C:11]([C:10]([F:20])([F:19])[F:9])=[N:7]1)([CH3:5])([CH3:4])[CH3:3]. The catalyst class is: 8. (2) Reactant: Cl[CH:2]([C:6](=[O:8])[CH3:7])[C:3](=O)[CH3:4].[C:9]([NH:12][C:13](=[O:22])[C:14]1[C:19]([F:20])=[CH:18][CH:17]=[CH:16][C:15]=1[F:21])(=[S:11])[NH2:10].C([O-])([O-])=O.[K+].[K+]. Product: [C:6]([C:2]1[S:11][C:9]([NH:12][C:13](=[O:22])[C:14]2[C:19]([F:20])=[CH:18][CH:17]=[CH:16][C:15]=2[F:21])=[N:10][C:3]=1[CH3:4])(=[O:8])[CH3:7]. The catalyst class is: 5. (3) Reactant: [Cl:1][C:2]1[CH:14]=[CH:13][C:5]([CH2:6][CH:7]2[CH2:12][CH2:11][NH:10][CH2:9][CH2:8]2)=[CH:4][CH:3]=1.[Cl:15][CH2:16][C:17](Cl)=[O:18]. Product: [Cl:15][CH2:16][C:17]([N:10]1[CH2:9][CH2:8][CH:7]([CH2:6][C:5]2[CH:4]=[CH:3][C:2]([Cl:1])=[CH:14][CH:13]=2)[CH2:12][CH2:11]1)=[O:18]. The catalyst class is: 6. (4) Reactant: [C:1]1([P:7]([C:14]2[CH:19]=[CH:18][CH:17]=[CH:16][CH:15]=2)[C:8]2[CH:13]=[CH:12][CH:11]=[CH:10][CH:9]=2)[CH:6]=[CH:5][CH:4]=[CH:3][CH:2]=1.[Br:20][C:21]1[CH:26]=[CH:25][CH:24]=[C:23]([CH2:27]Br)[CH:22]=1. Product: [Br-:20].[Br:20][C:21]1[CH:22]=[C:23]([CH2:27][P+:7]([C:1]2[CH:2]=[CH:3][CH:4]=[CH:5][CH:6]=2)([C:8]2[CH:13]=[CH:12][CH:11]=[CH:10][CH:9]=2)[C:14]2[CH:15]=[CH:16][CH:17]=[CH:18][CH:19]=2)[CH:24]=[CH:25][CH:26]=1. The catalyst class is: 11. (5) Reactant: [CH:1]([C:3]1[N:7]([CH3:8])[C:6]2[C:9]([N:13]3[CH2:18][CH2:17][N:16]([C:19]([O:21][C:22]([CH3:25])([CH3:24])[CH3:23])=[O:20])[CH2:15][CH2:14]3)=[CH:10][CH:11]=[CH:12][C:5]=2[N:4]=1)=O.[CH2:26]([NH:28][C@@H:29]1[C:38]2[N:37]=[CH:36][CH:35]=[CH:34][C:33]=2[CH2:32][CH2:31][CH2:30]1)[CH3:27].C(O)(=O)C.C(O[BH-](OC(=O)C)OC(=O)C)(=O)C.[Na+]. Product: [CH2:26]([N:28]([CH2:1][C:3]1[N:7]([CH3:8])[C:6]2[C:9]([N:13]3[CH2:18][CH2:17][N:16]([C:19]([O:21][C:22]([CH3:24])([CH3:25])[CH3:23])=[O:20])[CH2:15][CH2:14]3)=[CH:10][CH:11]=[CH:12][C:5]=2[N:4]=1)[C@@H:29]1[C:38]2[N:37]=[CH:36][CH:35]=[CH:34][C:33]=2[CH2:32][CH2:31][CH2:30]1)[CH3:27]. The catalyst class is: 68. (6) Product: [CH3:34][C:29]1([O:3][C:2]([C:4]([F:14])([F:15])[CH:5]([O:8][C:9](=[O:13])[C:10]([CH3:12])=[CH2:11])[CH2:6][CH3:7])=[O:1])[CH2:33][CH2:32][CH2:31][CH2:30]1. Reactant: [OH:1][C:2]([C:4]([F:15])([F:14])[CH:5]([O:8][C:9](=[O:13])[C:10]([CH3:12])=[CH2:11])[CH2:6][CH3:7])=[O:3].C1COCC1.C(N(CC)CC)C.Cl[C:29]1([CH3:34])[CH2:33][CH2:32][CH2:31][CH2:30]1. The catalyst class is: 6.